Dataset: Catalyst prediction with 721,799 reactions and 888 catalyst types from USPTO. Task: Predict which catalyst facilitates the given reaction. (1) Reactant: [CH2:1]([O:3][C:4]([C:6]1[NH:7][CH:8]=[C:9]([F:11])[CH:10]=1)=[O:5])[CH3:2].Br[CH2:13][C:14]([C:16]1[CH:21]=[CH:20][C:19]([Br:22])=[CH:18][CH:17]=1)=[O:15].C(=O)([O-])[O-].[Cs+].[Cs+].O. Product: [CH2:1]([O:3][C:4]([C:6]1[N:7]([CH2:13][C:14]([C:16]2[CH:21]=[CH:20][C:19]([Br:22])=[CH:18][CH:17]=2)=[O:15])[CH:8]=[C:9]([F:11])[CH:10]=1)=[O:5])[CH3:2]. The catalyst class is: 21. (2) Reactant: [F:1][C:2]1([F:10])[CH2:7][CH2:6][CH:5]([CH2:8][OH:9])[CH2:4][CH2:3]1.[C:11]1([CH3:21])[CH:16]=[CH:15][C:14]([S:17](Cl)(=[O:19])=[O:18])=[CH:13][CH:12]=1. Product: [C:11]1([CH3:21])[CH:16]=[CH:15][C:14]([S:17]([O:9][CH2:8][CH:5]2[CH2:6][CH2:7][C:2]([F:10])([F:1])[CH2:3][CH2:4]2)(=[O:19])=[O:18])=[CH:13][CH:12]=1. The catalyst class is: 17. (3) Reactant: Br[CH2:2][C:3]([C:5]1[CH:10]=[CH:9][C:8]([N+:11]([O-:13])=[O:12])=[C:7]([F:14])[CH:6]=1)=[O:4].[CH3:15][CH2:16][N:17](C(C)C)[CH:18](C)C.CNCCO. Product: [F:14][C:7]1[CH:6]=[C:5]([CH:3]2[O:4][CH2:15][CH2:16][N:17]([CH3:18])[CH2:2]2)[CH:10]=[CH:9][C:8]=1[N+:11]([O-:13])=[O:12]. The catalyst class is: 46.